The task is: Regression. Given a peptide amino acid sequence and an MHC pseudo amino acid sequence, predict their binding affinity value. This is MHC class I binding data.. This data is from Peptide-MHC class I binding affinity with 185,985 pairs from IEDB/IMGT. (1) The peptide sequence is YHRFGLYRL. The MHC is HLA-B08:03 with pseudo-sequence HLA-B08:03. The binding affinity (normalized) is 0.0847. (2) The peptide sequence is HLTENNLYI. The MHC is HLA-A68:02 with pseudo-sequence HLA-A68:02. The binding affinity (normalized) is 0.199. (3) The MHC is HLA-A02:01 with pseudo-sequence HLA-A02:01. The binding affinity (normalized) is 0.641. The peptide sequence is TFWMGSHEV. (4) The peptide sequence is KTLKYSNKI. The MHC is HLA-B15:03 with pseudo-sequence HLA-B15:03. The binding affinity (normalized) is 0.436. (5) The peptide sequence is TTYQRTRAL. The MHC is HLA-A02:06 with pseudo-sequence HLA-A02:06. The binding affinity (normalized) is 0. (6) The peptide sequence is ISPRTLNAW. The MHC is HLA-B42:01 with pseudo-sequence HLA-B42:01. The binding affinity (normalized) is 0.136. (7) The peptide sequence is ISQAVHAAHAEINE. The binding affinity (normalized) is 0.140. The MHC is H-2-Db with pseudo-sequence H-2-Db. (8) The peptide sequence is YTAVVPLVY. The MHC is HLA-B37:01 with pseudo-sequence HLA-B37:01. The binding affinity (normalized) is 0. (9) The peptide sequence is TSIDRFLAV. The MHC is HLA-A02:01 with pseudo-sequence HLA-A02:01. The binding affinity (normalized) is 0.602. (10) The binding affinity (normalized) is 0.229. The MHC is HLA-B40:01 with pseudo-sequence HLA-B40:01. The peptide sequence is PEANMDQESF.